Dataset: Forward reaction prediction with 1.9M reactions from USPTO patents (1976-2016). Task: Predict the product of the given reaction. (1) The product is: [C:33]12([CH2:32][O:31][C:29]([NH:28][C@@H:7]([CH2:8][NH:9][C:10]([C:12]3[S:13][C:14]([CH2:17][CH2:18][C:19](=[O:27])[NH:20][C:21]4[NH:22][CH2:23][CH2:24][CH2:25][N:26]=4)=[CH:15][CH:16]=3)=[O:11])[C:6]([OH:43])=[O:5])=[O:30])[CH2:42][CH:37]3[CH2:38][CH:39]([CH2:41][CH:35]([CH2:36]3)[CH2:34]1)[CH2:40]2. Given the reactants C([O:5][C:6](=[O:43])[C@@H:7]([NH:28][C:29]([O:31][CH2:32][C:33]12[CH2:42][CH:37]3[CH2:38][CH:39]([CH2:41][CH:35]([CH2:36]3)[CH2:34]1)[CH2:40]2)=[O:30])[CH2:8][NH:9][C:10]([C:12]1[S:13][C:14]([CH2:17][CH2:18][C:19](=[O:27])[NH:20][C:21]2[NH:22][CH2:23][CH2:24][CH2:25][N:26]=2)=[CH:15][CH:16]=1)=[O:11])(C)(C)C.FC(F)(F)C(O)=O, predict the reaction product. (2) Given the reactants Br[C:2]1[CH:3]=[CH:4][C:5]([O:8][C:9]2[CH:14]=[CH:13][C:12]([N:15]3[CH2:20][CH2:19][CH2:18][N:17]([CH2:21][C:22]4[CH:27]=[CH:26][C:25]([O:28][CH3:29])=[C:24]([O:30][CH3:31])[CH:23]=4)[C:16]3=[O:32])=[CH:11][C:10]=2[CH3:33])=[N:6][CH:7]=1.[C:34]([C:36]1[CH:41]=[CH:40][C:39]([C:42]([F:45])([F:44])[F:43])=[CH:38][CH:37]=1)#[CH:35].C(N(CC)CC)C.O, predict the reaction product. The product is: [CH3:31][O:30][C:24]1[CH:23]=[C:22]([CH:27]=[CH:26][C:25]=1[O:28][CH3:29])[CH2:21][N:17]1[CH2:18][CH2:19][CH2:20][N:15]([C:12]2[CH:13]=[CH:14][C:9]([O:8][C:5]3[CH:4]=[CH:3][C:2]([C:35]#[C:34][C:36]4[CH:41]=[CH:40][C:39]([C:42]([F:43])([F:44])[F:45])=[CH:38][CH:37]=4)=[CH:7][N:6]=3)=[C:10]([CH3:33])[CH:11]=2)[C:16]1=[O:32]. (3) Given the reactants Cl[C:2]1[N:10]=[C:9](Cl)[CH:8]=[CH:7][C:3]=1[C:4]([NH2:6])=[O:5].[CH3:12][N:13]1[CH2:18][CH2:17][CH:16]([NH2:19])[CH2:15][CH2:14]1.[NH:20]1[CH2:25][CH2:24]C[C@@H:22]([NH:26][C:27](=[O:33])OC(C)(C)C)[CH2:21]1.[C:34](O)(=O)[CH:35]=C, predict the reaction product. The product is: [C:27]([NH:26][C@H:22]1[CH2:24][CH2:25][N:20]([C:9]2[CH:8]=[CH:7][C:3]([C:4]([NH2:6])=[O:5])=[C:2]([NH:19][CH:16]3[CH2:17][CH2:18][N:13]([CH3:12])[CH2:14][CH2:15]3)[N:10]=2)[CH2:21]1)(=[O:33])[CH:34]=[CH2:35]. (4) Given the reactants [Br:1][C:2]1[CH:3]=[C:4]([CH:8]=[C:9](/[CH:11]=[N:12]/[S@@:13]([C:15]([CH3:18])([CH3:17])[CH3:16])=[O:14])[CH:10]=1)[C:5]([NH2:7])=[O:6].Br[CH2:20][CH:21]=[CH2:22], predict the reaction product. The product is: [Br:1][C:2]1[CH:3]=[C:4]([CH:8]=[C:9]([C@@H:11]([NH:12][S@@:13]([C:15]([CH3:18])([CH3:17])[CH3:16])=[O:14])[CH2:22][CH:21]=[CH2:20])[CH:10]=1)[C:5]([NH2:7])=[O:6]. (5) Given the reactants O.[OH-].[Li+].C[O:5][C:6](=[O:36])[CH2:7][C:8]1[C:17]([CH3:18])=[C:16]([C:19]2[CH:24]=[CH:23][C:22]([S:25]([C:28]3[CH:33]=[CH:32][C:31]([Cl:34])=[CH:30][CH:29]=3)(=[O:27])=[O:26])=[CH:21][CH:20]=2)[C:15]2[C:10](=[CH:11][CH:12]=[C:13]([F:35])[CH:14]=2)[CH:9]=1, predict the reaction product. The product is: [Cl:34][C:31]1[CH:30]=[CH:29][C:28]([S:25]([C:22]2[CH:21]=[CH:20][C:19]([C:16]3[C:15]4[C:10](=[CH:11][CH:12]=[C:13]([F:35])[CH:14]=4)[CH:9]=[C:8]([CH2:7][C:6]([OH:36])=[O:5])[C:17]=3[CH3:18])=[CH:24][CH:23]=2)(=[O:26])=[O:27])=[CH:33][CH:32]=1.